The task is: Predict which catalyst facilitates the given reaction.. This data is from Catalyst prediction with 721,799 reactions and 888 catalyst types from USPTO. (1) The catalyst class is: 1. Product: [F:28][C:11]([F:10])([F:27])[C@@H:12]([C:14]1[C:15]([N:21]2[CH:25]=[CH:24][C:23]([CH3:26])=[N:22]2)=[N:16][C:17]([CH3:20])=[CH:18][CH:19]=1)[OH:13]. Reactant: [B]1OC2C(=CC=CC=2)O1.[F:10][C:11]([F:28])([F:27])[C:12]([C:14]1[C:15]([N:21]2[CH:25]=[CH:24][C:23]([CH3:26])=[N:22]2)=[N:16][C:17]([CH3:20])=[CH:18][CH:19]=1)=[O:13].[OH-].[Na+].OO. (2) Reactant: [CH:1]([C:3]1[CH:8]=[CH:7][C:6]([C:9]2[C:10]([C:21]3[CH:26]=[CH:25][CH:24]=[CH:23][CH:22]=3)=[CH:11][C:12]3[CH:17]=[N:16][C:15]([C:18]#[N:19])=[N:14][C:13]=3[N:20]=2)=[CH:5][CH:4]=1)=[O:2].C1C[O:30]CC1.C([O-])([O-])=O.[K+].[K+].C(N)(N)=O.OO. Product: [CH:1]([C:3]1[CH:4]=[CH:5][C:6]([C:9]2[C:10]([C:21]3[CH:26]=[CH:25][CH:24]=[CH:23][CH:22]=3)=[CH:11][C:12]3[CH:17]=[N:16][C:15]([C:18]([NH2:19])=[O:30])=[N:14][C:13]=3[N:20]=2)=[CH:7][CH:8]=1)=[O:2]. The catalyst class is: 6. (3) Reactant: [Cl:1][C:2]1[CH:7]=[CH:6][C:5]([C:8]2[CH:13]=[C:12]([CH3:14])[N:11]=[C:10]([N:15]3[CH:19]=[C:18](I)[N:17]=[CH:16]3)[N:9]=2)=[CH:4][CH:3]=1.[Cl-].[Li+].C([Mg]Cl)(C)C.[CH2:28]([Sn:32](Cl)([CH2:37][CH2:38][CH2:39][CH3:40])[CH2:33][CH2:34][CH2:35][CH3:36])[CH2:29][CH2:30][CH3:31].[Cl-].[NH4+]. Product: [Cl:1][C:2]1[CH:7]=[CH:6][C:5]([C:8]2[CH:13]=[C:12]([CH3:14])[N:11]=[C:10]([N:15]3[CH:19]=[C:18]([Sn:32]([CH2:33][CH2:34][CH2:35][CH3:36])([CH2:37][CH2:38][CH2:39][CH3:40])[CH2:28][CH2:29][CH2:30][CH3:31])[N:17]=[CH:16]3)[N:9]=2)=[CH:4][CH:3]=1. The catalyst class is: 1. (4) The catalyst class is: 44. Product: [CH3:29][N:30]([CH3:37])[CH:31]1[CH2:36][CH2:35][N:34]([C:2]2[N:10]=[C:9]3[C:5]([N:6]=[C:7]([C:11]([C:13]4[CH:18]=[CH:17][N:16]=[C:15]([C:19]5[C:28]6[C:23](=[CH:24][CH:25]=[CH:26][CH:27]=6)[CH:22]=[N:21][CH:20]=5)[CH:14]=4)=[O:12])[NH:8]3)=[CH:4][N:3]=2)[CH2:33][CH2:32]1. Reactant: Cl[C:2]1[N:10]=[C:9]2[C:5]([N:6]=[C:7]([C:11]([C:13]3[CH:18]=[CH:17][N:16]=[C:15]([C:19]4[C:28]5[C:23](=[CH:24][CH:25]=[CH:26][CH:27]=5)[CH:22]=[N:21][CH:20]=4)[CH:14]=3)=[O:12])[NH:8]2)=[CH:4][N:3]=1.[CH3:29][N:30]([CH3:37])[CH:31]1[CH2:36][CH2:35][NH:34][CH2:33][CH2:32]1.CCN(C(C)C)C(C)C. (5) The catalyst class is: 3. Reactant: [Br:1][C:2]1[C:3]([CH3:9])=[CH:4][C:5](=[O:8])[NH:6][CH:7]=1.C([O-])([O-])=O.[K+].[K+].[C:16]([O:20][CH3:21])(=[O:19])[CH:17]=[CH2:18]. Product: [Br:1][C:2]1[C:3]([CH3:9])=[CH:4][C:5](=[O:8])[N:6]([CH2:18][CH2:17][C:16]([O:20][CH3:21])=[O:19])[CH:7]=1. (6) Reactant: [Br:1][C:2]1[CH:3]=[N:4][C:5](Cl)=[N:6][CH:7]=1.[NH:9]1[C:13]2[CH:14]=[CH:15][CH:16]=[CH:17][C:12]=2[N:11]=[CH:10]1.C(=O)([O-])[O-].[K+].[K+].O. Product: [Br:1][C:2]1[CH:3]=[N:4][C:5]([N:9]2[C:13]3[CH:14]=[CH:15][CH:16]=[CH:17][C:12]=3[N:11]=[CH:10]2)=[N:6][CH:7]=1. The catalyst class is: 60. (7) Reactant: C([O:3][C:4](=[O:32])[CH2:5][C:6]1[CH:7]=[N:8][C:9]([OH:31])=[C:10]([C:12]2[CH:17]=[CH:16][C:15]([C:18]([F:21])([F:20])[F:19])=[CH:14][C:13]=2[CH2:22][N:23]([C:26]([CH:28]2[CH2:30][CH2:29]2)=[O:27])[CH2:24][CH3:25])[CH:11]=1)C.S(C1C=CC(C)=CC=1)(O[CH2:37][C:38]([F:41])([F:40])[F:39])(=O)=O.C(=O)([O-])[O-].[K+].[K+]. Product: [CH:28]1([C:26]([N:23]([CH2:22][C:13]2[CH:14]=[C:15]([C:18]([F:19])([F:20])[F:21])[CH:16]=[CH:17][C:12]=2[C:10]2[CH:11]=[C:6]([CH2:5][C:4]([OH:3])=[O:32])[CH:7]=[N:8][C:9]=2[O:31][CH2:37][C:38]([F:41])([F:40])[F:39])[CH2:24][CH3:25])=[O:27])[CH2:29][CH2:30]1. The catalyst class is: 3. (8) Reactant: Cl[CH2:2][CH2:3][N:4]1[C:9](=[O:10])[CH:8]=[CH:7][C:6]([C:11]2[N:19]3[C:14]([CH:15]=[CH:16][CH:17]=[CH:18]3)=[CH:13][C:12]=2[C:20]([O:22][CH2:23][CH3:24])=[O:21])=[N:5]1.C([O-])([O-])=O.[K+].[K+].[NH:31]1[CH2:35][CH2:34][CH2:33][CH2:32]1. Product: [O:10]=[C:9]1[N:4]([CH2:3][CH2:2][N:31]2[CH2:35][CH2:34][CH2:33][CH2:32]2)[N:5]=[C:6]([C:11]2[N:19]3[C:14]([CH:15]=[CH:16][CH:17]=[CH:18]3)=[CH:13][C:12]=2[C:20]([O:22][CH2:23][CH3:24])=[O:21])[CH:7]=[CH:8]1. The catalyst class is: 115.